From a dataset of Forward reaction prediction with 1.9M reactions from USPTO patents (1976-2016). Predict the product of the given reaction. Given the reactants [CH3:1][CH2:2][CH2:3][CH2:4][CH2:5][CH2:6][CH2:7][CH2:8][CH2:9][CH2:10][CH2:11][CH2:12][CH2:13][CH2:14][CH2:15][C:16]([O:18][CH2:19][C@@H:20]([O:33][C:34]([CH2:36][CH2:37][CH2:38][CH2:39][CH2:40][CH2:41][CH2:42]/[CH:43]=[CH:44]\[CH2:45][CH2:46][CH2:47][CH2:48][CH2:49][CH2:50][CH2:51][CH3:52])=[O:35])[CH2:21][O:22][P:23]([O:26][CH2:27][CH2:28][N+:29]([CH3:32])([CH3:31])[CH3:30])([O-:25])=[O:24])=[O:17].[CH3:53][CH2:54][CH2:55][CH2:56][CH2:57][CH2:58][CH2:59][CH2:60][CH2:61][CH2:62][CH2:63][CH2:64][CH2:65][CH2:66][CH2:67][C:68]([O:70][CH2:71][C@@H:72]([O:84][C:85]([CH2:87][CH2:88][CH2:89][CH2:90][CH2:91][CH2:92][CH2:93]/[CH:94]=[CH:95]\[CH2:96][CH2:97][CH2:98][CH2:99][CH2:100][CH2:101][CH2:102][CH3:103])=[O:86])[CH2:73][O:74][P:75]([O:78][CH2:79][CH:80]([OH:83])[CH2:81][OH:82])([OH:77])=[O:76])=[O:69].C(O)C(N)(CO)CO, predict the reaction product. The product is: [CH3:1][CH2:2][CH2:3][CH2:4][CH2:5][CH2:6][CH2:7][CH2:8][CH2:9][CH2:10][CH2:11][CH2:12][CH2:13][CH2:14][CH2:15][C:16]([O:18][CH2:19][C@@H:20]([O:33][C:34]([CH2:36][CH2:37][CH2:38][CH2:39][CH2:40][CH2:41][CH2:42]/[CH:43]=[CH:44]\[CH2:45][CH2:46][CH2:47][CH2:48][CH2:49][CH2:50][CH2:51][CH3:52])=[O:35])[CH2:21][O:22][P:23]([O:26][CH2:27][CH2:28][N+:29]([CH3:32])([CH3:31])[CH3:30])([O-:25])=[O:24])=[O:17].[CH3:53][CH2:54][CH2:55][CH2:56][CH2:57][CH2:58][CH2:59][CH2:60][CH2:61][CH2:62][CH2:63][CH2:64][CH2:65][CH2:66][CH2:67][C:68]([O:70][CH2:71][C@@H:72]([O:84][C:85]([CH2:87][CH2:88][CH2:89][CH2:90][CH2:91][CH2:92][CH2:93]/[CH:94]=[CH:95]\[CH2:96][CH2:97][CH2:98][CH2:99][CH2:100][CH2:101][CH2:102][CH3:103])=[O:86])[CH2:73][O:74][P:75]([O:78][CH2:79][CH:80]([OH:83])[CH2:81][OH:82])([OH:77])=[O:76])=[O:69].